The task is: Predict which catalyst facilitates the given reaction.. This data is from Catalyst prediction with 721,799 reactions and 888 catalyst types from USPTO. (1) Reactant: [CH3:1][O:2][C:3]1[CH:4]=[C:5]2[C:10](=[CH:11][CH:12]=1)[C:9](=[O:13])[NH:8][CH2:7][CH2:6]2.[H-].[Na+].Cl[CH2:17][C:18]([O:20][CH2:21][CH3:22])=[O:19]. Product: [CH3:1][O:2][C:3]1[CH:4]=[C:5]2[C:10](=[CH:11][CH:12]=1)[C:9](=[O:13])[N:8]([CH2:17][C:18]([O:20][CH2:21][CH3:22])=[O:19])[CH2:7][CH2:6]2. The catalyst class is: 1. (2) Reactant: [N+:1]([C:4]1[CH:15]=[CH:14][C:7]([CH2:8][N:9]2[CH:13]=[N:12][N:11]=[N:10]2)=[CH:6][CH:5]=1)([O-])=O.C(O)C. Product: [NH2:1][C:4]1[CH:15]=[CH:14][C:7]([CH2:8][N:9]2[CH:13]=[N:12][N:11]=[N:10]2)=[CH:6][CH:5]=1. The catalyst class is: 481.